From a dataset of Full USPTO retrosynthesis dataset with 1.9M reactions from patents (1976-2016). Predict the reactants needed to synthesize the given product. (1) The reactants are: [CH3:1][C:2]1[C:6]([CH2:7][O:8][C:9]2[CH:14]=[CH:13][C:12]([S:15]([N:18]([C:23]3[C:24]([CH3:41])=[N:25][C:26]([CH:29]4[CH2:33][CH2:32][N:31](CC5C=CC=CC=5)[CH2:30]4)=[CH:27][CH:28]=3)[CH2:19][CH:20]([CH3:22])[CH3:21])(=[O:17])=[O:16])=[CH:11][CH:10]=2)=[C:5]([CH3:42])[O:4][N:3]=1.ClC(OC(Cl)C)=O.CO. Given the product [CH3:1][C:2]1[C:6]([CH2:7][O:8][C:9]2[CH:14]=[CH:13][C:12]([S:15]([N:18]([CH2:19][CH:20]([CH3:21])[CH3:22])[C:23]3[C:24]([CH3:41])=[N:25][C:26]([CH:29]4[CH2:33][CH2:32][NH:31][CH2:30]4)=[CH:27][CH:28]=3)(=[O:17])=[O:16])=[CH:11][CH:10]=2)=[C:5]([CH3:42])[O:4][N:3]=1, predict the reactants needed to synthesize it. (2) Given the product [Cl:1][C:2]1[CH:10]=[CH:9][C:5]([C:6]([NH:17][CH2:16][CH2:14][OH:15])=[O:7])=[CH:4][C:3]=1[N+:11]([O-:13])=[O:12], predict the reactants needed to synthesize it. The reactants are: [Cl:1][C:2]1[CH:10]=[CH:9][C:5]([C:6](Cl)=[O:7])=[CH:4][C:3]=1[N+:11]([O-:13])=[O:12].[CH2:14]([CH2:16][NH2:17])[OH:15].C([O-])(O)=O.[Na+]. (3) Given the product [Br-:23].[CH:1]1([C:6]([C:17]2[CH:22]=[CH:21][CH:20]=[CH:19][CH:18]=2)([OH:16])[C:7]([O:9][CH:10]2[CH2:14][CH2:13][N+:12]([CH2:24][C:25]([O:27][CH3:28])=[O:26])([CH3:15])[CH2:11]2)=[O:8])[CH2:5][CH2:4][CH2:3][CH2:2]1, predict the reactants needed to synthesize it. The reactants are: [CH:1]1([C:6]([C:17]2[CH:22]=[CH:21][CH:20]=[CH:19][CH:18]=2)([OH:16])[C:7]([O:9][CH:10]2[CH2:14][CH2:13][N:12]([CH3:15])[CH2:11]2)=[O:8])[CH2:5][CH2:4][CH2:3][CH2:2]1.[Br:23][CH2:24][C:25]([O:27][CH3:28])=[O:26].C(OCC)C. (4) The reactants are: [CH:1]1([NH:7][CH2:8][CH2:9][C:10]2[CH:11]=[C:12]([CH2:16][CH2:17][OH:18])[CH:13]=[CH:14][CH:15]=2)[CH2:6][CH2:5][CH2:4][CH2:3][CH2:2]1.[C:19](O[C:19]([O:21][C:22]([CH3:25])([CH3:24])[CH3:23])=[O:20])([O:21][C:22]([CH3:25])([CH3:24])[CH3:23])=[O:20]. Given the product [C:22]([O:21][C:19](=[O:20])[N:7]([CH:1]1[CH2:2][CH2:3][CH2:4][CH2:5][CH2:6]1)[CH2:8][CH2:9][C:10]1[CH:15]=[CH:14][CH:13]=[C:12]([CH2:16][CH2:17][OH:18])[CH:11]=1)([CH3:25])([CH3:24])[CH3:23], predict the reactants needed to synthesize it. (5) Given the product [ClH:20].[N:1]1[CH:6]=[CH:5][CH:4]=[CH:3][C:2]=1[CH2:7][O:8][C:9]1[N:14]=[C:13]2[CH2:15][CH2:16][CH2:17][C:12]2=[C:11]([C:41]2[CH:40]=[CH:39][C:38]([C:37]#[N:22])=[N:45][CH:42]=2)[CH:10]=1, predict the reactants needed to synthesize it. The reactants are: [N:1]1[CH:6]=[CH:5][CH:4]=[CH:3][C:2]=1[CH2:7][O:8][C:9]1[N:14]=[C:13]2[CH2:15][CH2:16][CH2:17][C:12]2=[C:11](O)[CH:10]=1.C(Cl)[Cl:20].[N:22]([C:37]1[CH:42]=[CH:41][CH:40]=[CH:39][CH:38]=1)(S(C(F)(F)F)(=O)=O)S(C(F)(F)F)(=O)=O.CC[N:45](CC)CC. (6) Given the product [C:28]([CH2:27][O:22][C@@H:8]([C:6]1[CH:7]=[C:2]([F:1])[CH:3]=[CH:4][C:5]=1[CH3:23])[C@@H:9]1[CH2:14][CH2:13][CH2:12][N:11]([C:15]([O:17][C:18]([CH3:19])([CH3:20])[CH3:21])=[O:16])[CH2:10]1)#[N:29], predict the reactants needed to synthesize it. The reactants are: [F:1][C:2]1[CH:3]=[CH:4][C:5]([CH3:23])=[C:6]([C@H:8]([OH:22])[C@@H:9]2[CH2:14][CH2:13][CH2:12][N:11]([C:15]([O:17][C:18]([CH3:21])([CH3:20])[CH3:19])=[O:16])[CH2:10]2)[CH:7]=1.[H-].[Na+].Br[CH2:27][C:28]#[N:29]. (7) Given the product [CH2:1]1[C:11]2=[C:12]3[C:7](=[CH:8][CH:9]=[CH:10]2)[CH:6]([N:13]2[CH2:18][CH2:17][CH:16]([N:19]4[C:23]5[CH:24]=[CH:25][CH:26]=[CH:27][C:22]=5[N:21]([CH2:42][CH2:43][CH2:44][OH:45])[C:20]4=[O:28])[CH2:15][CH2:14]2)[CH2:5][CH2:4][CH:3]3[CH2:2]1, predict the reactants needed to synthesize it. The reactants are: [CH2:1]1[C:11]2=[C:12]3[C:7](=[CH:8][CH:9]=[CH:10]2)[CH:6]([N:13]2[CH2:18][CH2:17][CH:16]([N:19]4[C:23]5[CH:24]=[CH:25][CH:26]=[CH:27][C:22]=5[NH:21][C:20]4=[O:28])[CH2:15][CH2:14]2)[CH2:5][CH2:4][CH:3]3[CH2:2]1.CC(N(C)C)=O.C(=O)([O-])[O-].[K+].[K+].Br[CH2:42][CH2:43][CH2:44][OH:45]. (8) Given the product [O:34]1[CH2:33][C@@H:32]1[CH2:31][O:3][C:4]1[CH:5]=[CH:6][C:7]([C:10]([C:13]2[CH:14]=[CH:15][C:16]([OH:19])=[CH:17][CH:18]=2)([CH3:12])[CH3:11])=[CH:8][CH:9]=1, predict the reactants needed to synthesize it. The reactants are: [H-].[Na+].[OH:3][C:4]1[CH:9]=[CH:8][C:7]([C:10]([C:13]2[CH:18]=[CH:17][C:16]([OH:19])=[CH:15][CH:14]=2)([CH3:12])[CH3:11])=[CH:6][CH:5]=1.CC1C=CC(S(O[CH2:31][C@@H:32]2[O:34][CH2:33]2)(=O)=O)=CC=1. (9) Given the product [C:18]([O:21][C:22]([N:4]1[CH:5]=[C:6]([N+:7]([O-:9])=[O:8])[C:2]([CH3:1])=[N:3]1)=[O:23])([CH3:20])([CH3:19])[CH3:17], predict the reactants needed to synthesize it. The reactants are: [CH3:1][C:2]1[C:6]([N+:7]([O-:9])=[O:8])=[CH:5][NH:4][N:3]=1.C(N(CC)CC)C.[CH3:17][C:18]([O:21][C:22](O[C:22]([O:21][C:18]([CH3:20])([CH3:19])[CH3:17])=[O:23])=[O:23])([CH3:20])[CH3:19].